This data is from Catalyst prediction with 721,799 reactions and 888 catalyst types from USPTO. The task is: Predict which catalyst facilitates the given reaction. (1) Reactant: [BH4-].[Li+].[CH3:3][O:4][CH2:5][CH2:6][CH2:7][C:8]1[C:17]2[C:12](=[CH:13][CH:14]=[C:15]([CH:18]=[O:19])[CH:16]=2)[O:11][C:10]([CH3:21])([CH3:20])[CH:9]=1.CO. Product: [CH3:3][O:4][CH2:5][CH2:6][CH2:7][C:8]1[C:17]2[C:12](=[CH:13][CH:14]=[C:15]([CH2:18][OH:19])[CH:16]=2)[O:11][C:10]([CH3:21])([CH3:20])[CH:9]=1. The catalyst class is: 7. (2) Reactant: [Br:1][C:2]1[CH:6]=[C:5]([N:7]2[CH2:12][CH2:11][O:10][CH2:9][CH2:8]2)[S:4][C:3]=1[C:13]([O:15][CH2:16][CH3:17])=[O:14].CN(C=O)C.[Br:23]N1C(=O)CCC1=O.CCOC(C)=O. Product: [Br:1][C:2]1[C:6]([Br:23])=[C:5]([N:7]2[CH2:12][CH2:11][O:10][CH2:9][CH2:8]2)[S:4][C:3]=1[C:13]([O:15][CH2:16][CH3:17])=[O:14]. The catalyst class is: 81. (3) Reactant: [Br:1][C:2]1[N:7]=[CH:6][C:5]2[N:8]=[C:9]([C:14]([OH:16])=O)[N:10]([CH:11]([CH3:13])[CH3:12])[C:4]=2[CH:3]=1.[CH3:17][N:18]1[CH2:23][CH2:22][NH:21][CH2:20][CH2:19]1.F[P-](F)(F)(F)(F)F.N1(O[P+](N2CCCC2)(N2CCCC2)N2CCCC2)C2C=CC=CC=2N=N1.C(N(CC)C(C)C)(C)C. Product: [Br:1][C:2]1[N:7]=[CH:6][C:5]2[N:8]=[C:9]([C:14]([N:21]3[CH2:22][CH2:23][N:18]([CH3:17])[CH2:19][CH2:20]3)=[O:16])[N:10]([CH:11]([CH3:12])[CH3:13])[C:4]=2[CH:3]=1. The catalyst class is: 145. (4) Reactant: C[O:2][C:3]1[C:20]([O:21]C)=[CH:19][C:6]2[S:7][C:8]([C:11]([N:13]3[CH2:18][CH2:17][O:16][CH2:15][CH2:14]3)=[O:12])=[C:9]([CH3:10])[C:5]=2[CH:4]=1.CO. Product: [OH:2][C:3]1[C:20]([OH:21])=[CH:19][C:6]2[S:7][C:8]([C:11]([N:13]3[CH2:14][CH2:15][O:16][CH2:17][CH2:18]3)=[O:12])=[C:9]([CH3:10])[C:5]=2[CH:4]=1. The catalyst class is: 4.